From a dataset of Full USPTO retrosynthesis dataset with 1.9M reactions from patents (1976-2016). Predict the reactants needed to synthesize the given product. (1) Given the product [S:1]1[C:5]2[CH2:6][CH2:7][CH2:8][CH2:9][C:4]=2[C:3]([CH2:10][OH:11])=[CH:2]1, predict the reactants needed to synthesize it. The reactants are: [S:1]1[C:5]2[CH2:6][CH2:7][CH2:8][CH2:9][C:4]=2[C:3]([C:10](O)=[O:11])=[CH:2]1.[H-].[Al+3].[Li+].[H-].[H-].[H-]. (2) The reactants are: [F:1][C:2]1[CH:3]=[C:4]2[C:8](=[C:9]([NH:11][S:12]([C:15]3[S:16][CH:17]=[CH:18][CH:19]=3)(=[O:14])=[O:13])[CH:10]=1)[N:7]([CH2:20][O:21][CH3:22])[C:6]([C:23]([O:25][CH2:26][CH3:27])=[O:24])=[CH:5]2.[H-].[Na+].[CH3:30]N(C)C=O.CI. Given the product [F:1][C:2]1[CH:3]=[C:4]2[C:8](=[C:9]([N:11]([CH3:30])[S:12]([C:15]3[S:16][CH:17]=[CH:18][CH:19]=3)(=[O:13])=[O:14])[CH:10]=1)[N:7]([CH2:20][O:21][CH3:22])[C:6]([C:23]([O:25][CH2:26][CH3:27])=[O:24])=[CH:5]2, predict the reactants needed to synthesize it. (3) Given the product [CH2:9]([N:13]([CH2:14][CH2:15][CH2:16][CH3:17])[C:2]1[CH:7]=[CH:6][CH:5]=[C:4]([CH3:8])[CH:3]=1)[CH2:10][CH2:11][CH3:12], predict the reactants needed to synthesize it. The reactants are: Cl[C:2]1[CH:3]=[C:4]([CH3:8])[CH:5]=[CH:6][CH:7]=1.[CH2:9]([NH:13][CH2:14][CH2:15][CH2:16][CH3:17])[CH2:10][CH2:11][CH3:12].CC(C)([O-])C.[Na+]. (4) Given the product [Cl:31][C:21]1[C:22]([O:29][CH3:30])=[CH:23][C:24]([O:27][CH3:28])=[C:25]([Cl:26])[C:20]=1[N:11]([CH2:12][O:13][CH2:14][CH2:15][Si:16]([CH3:17])([CH3:19])[CH3:18])[C:9](=[O:10])[N:8]([C:4]1[N:5]=[CH:6][N:7]=[C:2]([NH:33][C:34]2[CH:39]=[CH:38][C:37]([N:40]3[CH2:41][CH2:42][N:43]([C:46]([O:48][C:49]([CH3:52])([CH3:50])[CH3:51])=[O:47])[CH2:44][CH2:45]3)=[CH:36][C:35]=2[N+:53]([O-:55])=[O:54])[CH:3]=1)[CH3:32], predict the reactants needed to synthesize it. The reactants are: Cl[C:2]1[N:7]=[CH:6][N:5]=[C:4]([N:8]([CH3:32])[C:9]([N:11]([C:20]2[C:25]([Cl:26])=[C:24]([O:27][CH3:28])[CH:23]=[C:22]([O:29][CH3:30])[C:21]=2[Cl:31])[CH2:12][O:13][CH2:14][CH2:15][Si:16]([CH3:19])([CH3:18])[CH3:17])=[O:10])[CH:3]=1.[NH2:33][C:34]1[CH:39]=[CH:38][C:37]([N:40]2[CH2:45][CH2:44][N:43]([C:46]([O:48][C:49]([CH3:52])([CH3:51])[CH3:50])=[O:47])[CH2:42][CH2:41]2)=[CH:36][C:35]=1[N+:53]([O-:55])=[O:54].CC(C1C=C(C(C)C)C(C2C(P(C3CCCCC3)C3CCCCC3)=C(OC)C=CC=2OC)=C(C(C)C)C=1)C.CC(C)([O-])C.[Na+]. (5) Given the product [CH3:16][O:15][C:13]1[CH:12]=[CH:11][C:10]2[N:17]=[C:24]([C:20]3[CH:19]=[N:18][CH:23]=[CH:22][CH:21]=3)[N:8]([C:5]3[CH:6]=[CH:7][C:2]([F:1])=[CH:3][CH:4]=3)[C:9]=2[CH:14]=1, predict the reactants needed to synthesize it. The reactants are: [F:1][C:2]1[CH:7]=[CH:6][C:5]([NH:8][C:9]2[C:10]([NH2:17])=[CH:11][CH:12]=[C:13]([O:15][CH3:16])[CH:14]=2)=[CH:4][CH:3]=1.[N:18]1[CH:23]=[CH:22][CH:21]=[C:20]([CH:24]=O)[CH:19]=1.